Dataset: Full USPTO retrosynthesis dataset with 1.9M reactions from patents (1976-2016). Task: Predict the reactants needed to synthesize the given product. Given the product [Cl:19][C:20]1[CH:21]=[C:22]([CH2:23][CH2:34][C:28]2[C:9]([C:8]3[O:4][CH2:3][C:11]([CH3:12])([CH3:13])[N:10]=3)=[N:16][CH:17]=[CH:18][CH:29]=2)[CH:25]=[CH:26][CH:27]=1, predict the reactants needed to synthesize it. The reactants are: C1C[O:4][CH2:3]C1.[Li+].C[CH:8]([N-:10][CH:11]([CH3:13])[CH3:12])[CH3:9].O1[CH2:18][CH2:17][N:16]=C1.[Cl:19][C:20]1[CH:21]=[C:22]([CH:25]=[CH:26][CH:27]=1)[CH2:23]Cl.[C:28]1([CH3:34])C=CC=C[CH:29]=1.